Dataset: Forward reaction prediction with 1.9M reactions from USPTO patents (1976-2016). Task: Predict the product of the given reaction. Given the reactants [N+:1]([C:4]1[CH:9]=[CH:8][C:7]([OH:10])=[CH:6][CH:5]=1)([O-:3])=[O:2].[CH3:11][S:12][CH2:13][CH2:14]O.C1C=CC(P(C2C=CC=CC=2)C2C=CC=CC=2)=CC=1.CC(OC(/N=N/C(OC(C)C)=O)=O)C, predict the reaction product. The product is: [CH3:11][S:12][CH2:13][CH2:14][O:10][C:7]1[CH:8]=[CH:9][C:4]([N+:1]([O-:3])=[O:2])=[CH:5][CH:6]=1.